This data is from Full USPTO retrosynthesis dataset with 1.9M reactions from patents (1976-2016). The task is: Predict the reactants needed to synthesize the given product. (1) Given the product [OH:27][C@@H:24]1[CH2:25][CH2:26][N:22]([C:21]2[CH:20]=[CH:19][C:4]([C:5]([NH:7][C:8]3[CH:13]=[CH:12][C:11]([O:14][C:15]([F:18])([F:17])[F:16])=[CH:10][CH:9]=3)=[O:6])=[CH:3][C:2]=2[C:36]2[NH:40][N:39]=[CH:38][CH:37]=2)[CH2:23]1, predict the reactants needed to synthesize it. The reactants are: Br[C:2]1[CH:3]=[C:4]([CH:19]=[CH:20][C:21]=1[N:22]1[CH2:26][CH2:25][C@@H:24]([OH:27])[CH2:23]1)[C:5]([NH:7][C:8]1[CH:13]=[CH:12][C:11]([O:14][C:15]([F:18])([F:17])[F:16])=[CH:10][CH:9]=1)=[O:6].CC1(C)C(C)(C)OB([C:36]2[N:40](COCC[Si](C)(C)C)[N:39]=[CH:38][CH:37]=2)O1.C([O-])([O-])=O.[Na+].[Na+].COCCOC. (2) Given the product [NH3:3].[CH3:32][OH:33].[F:20][C:5]1[C:6]([NH:8][CH:9]2[CH2:17][CH:16]3[N:12]([CH2:13][CH2:14][CH2:15]3)[C:11]([CH3:19])([CH3:18])[CH2:10]2)=[N:7][C:2]([NH:21][C:22]2[CH:23]=[CH:24][C:25]([O:35][CH:36]3[CH2:39][O:38][CH2:37]3)=[C:26]([N:28]3[C:32](=[O:33])[N:31]([CH3:34])[N:30]=[N:29]3)[CH:27]=2)=[N:3][CH:4]=1, predict the reactants needed to synthesize it. The reactants are: Cl[C:2]1[N:7]=[C:6]([NH:8][CH:9]2[CH2:17][CH:16]3[N:12]([CH2:13][CH2:14][CH2:15]3)[C:11]([CH3:19])([CH3:18])[CH2:10]2)[C:5]([F:20])=[CH:4][N:3]=1.[NH2:21][C:22]1[CH:23]=[CH:24][C:25]([O:35][CH:36]2[CH2:39][O:38][CH2:37]2)=[C:26]([N:28]2[C:32](=[O:33])[N:31]([CH3:34])[N:30]=[N:29]2)[CH:27]=1.C1C=CC(P(C2C(C3C(P(C4C=CC=CC=4)C4C=CC=CC=4)=CC=C4C=3C=CC=C4)=C3C(C=CC=C3)=CC=2)C2C=CC=CC=2)=CC=1.C([O-])([O-])=O.[Cs+].[Cs+]. (3) Given the product [CH:6]1([C:15]([CH3:22])([CH3:14])[CH2:16][C:17]([O:19][CH2:20][CH3:21])=[O:18])[CH2:11][CH2:10][CH2:9][CH2:8][CH2:7]1, predict the reactants needed to synthesize it. The reactants are: C[Si](Cl)(C)C.[CH:6]1([Mg]Cl)[CH2:11][CH2:10][CH2:9][CH2:8][CH2:7]1.[CH3:14][C:15]([CH3:22])=[CH:16][C:17]([O:19][CH2:20][CH3:21])=[O:18].[Cl-].[NH4+]. (4) Given the product [Cl:1][C:2]1[CH:3]=[C:4]([C:13]2[O:14][C:15]3[CH2:21][CH:20]([O:22][CH2:23][CH:24]([OH:25])[CH3:32])[CH2:19][CH2:18][C:16]=3[N:17]=2)[CH:5]=[CH:6][C:7]=1[O:8][CH2:9][CH:10]1[CH2:11][CH2:12]1, predict the reactants needed to synthesize it. The reactants are: [Cl:1][C:2]1[CH:3]=[C:4]([C:13]2[O:14][C:15]3[CH2:21][CH:20]([O:22][CH2:23][C:24](N4CCOCC4)=[O:25])[CH2:19][CH2:18][C:16]=3[N:17]=2)[CH:5]=[CH:6][C:7]=1[O:8][CH2:9][CH:10]1[CH2:12][CH2:11]1.[CH3:32][Mg]Br.[Cl-].[NH4+]. (5) Given the product [C:17]([Si:14]([CH3:16])([CH3:15])[O:13][CH2:12][CH:11]([NH:21][C:22]([CH:24]1[N:29]2[C:30](=[O:49])[CH:31]([NH:36][C:37]([C:39]3[CH:48]=[CH:47][C:46]4[C:41](=[CH:42][CH:43]=[CH:44][CH:45]=4)[CH:40]=3)=[O:38])[CH2:32][CH:33]=[CH:34][CH2:35][CH:28]2[CH2:27][CH2:26][CH2:25]1)=[O:23])[CH2:10][C:9]([OH:50])=[O:8])([CH3:19])([CH3:18])[CH3:20], predict the reactants needed to synthesize it. The reactants are: C([O:8][C:9](=[O:50])[CH2:10][CH:11]([NH:21][C:22]([CH:24]1[N:29]2[C:30](=[O:49])[CH:31]([NH:36][C:37]([C:39]3[CH:48]=[CH:47][C:46]4[C:41](=[CH:42][CH:43]=[CH:44][CH:45]=4)[CH:40]=3)=[O:38])[CH2:32][CH:33]=[CH:34][CH2:35][CH:28]2[CH2:27][CH2:26][CH2:25]1)=[O:23])[CH2:12][O:13][Si:14]([C:17]([CH3:20])([CH3:19])[CH3:18])([CH3:16])[CH3:15])C1C=CC=CC=1.O. (6) Given the product [CH3:34][O:33][C:30]1[CH:31]=[C:32]2[C:27](=[CH:28][C:29]=1[O:35][CH3:36])[N:26]=[CH:25][N:24]=[C:23]2[O:1][C:2]1[CH:3]=[C:4]2[C:9](=[CH:10][CH:11]=1)[CH:8]=[C:7]([NH:12][C:13](=[O:21])[CH2:14][C:15]1[CH:16]=[CH:17][CH:18]=[CH:19][CH:20]=1)[CH:6]=[CH:5]2, predict the reactants needed to synthesize it. The reactants are: [OH:1][C:2]1[CH:3]=[C:4]2[C:9](=[CH:10][CH:11]=1)[CH:8]=[C:7]([NH:12][C:13](=[O:21])[CH2:14][C:15]1[CH:20]=[CH:19][CH:18]=[CH:17][CH:16]=1)[CH:6]=[CH:5]2.Cl[C:23]1[C:32]2[C:27](=[CH:28][C:29]([O:35][CH3:36])=[C:30]([O:33][CH3:34])[CH:31]=2)[N:26]=[CH:25][N:24]=1.